From a dataset of Full USPTO retrosynthesis dataset with 1.9M reactions from patents (1976-2016). Predict the reactants needed to synthesize the given product. (1) Given the product [Cl:29][C:4]1[CH:5]=[C:6]([C:7](=[O:8])[NH:9][CH2:10][C:11]2[CH:16]=[C:15]([Cl:17])[CH:14]=[CH:13][C:12]=2[S:18]([CH2:21][CH3:22])(=[O:19])=[O:20])[CH:23]=[C:24]([C:25]([F:28])([F:27])[F:26])[C:3]=1[CH2:2][NH:30][CH2:31][CH2:32][CH2:33][C@H:34]([NH:42][C:43]([O:45][C:46]([CH3:49])([CH3:48])[CH3:47])=[O:44])[C:35]([O:37][C:38]([CH3:41])([CH3:39])[CH3:40])=[O:36], predict the reactants needed to synthesize it. The reactants are: Br[CH2:2][C:3]1[C:24]([C:25]([F:28])([F:27])[F:26])=[CH:23][C:6]([C:7]([NH:9][CH2:10][C:11]2[CH:16]=[C:15]([Cl:17])[CH:14]=[CH:13][C:12]=2[S:18]([CH2:21][CH3:22])(=[O:20])=[O:19])=[O:8])=[CH:5][C:4]=1[Cl:29].[NH2:30][CH2:31][CH2:32][CH2:33][C@H:34]([NH:42][C:43]([O:45][C:46]([CH3:49])([CH3:48])[CH3:47])=[O:44])[C:35]([O:37][C:38]([CH3:41])([CH3:40])[CH3:39])=[O:36]. (2) Given the product [CH3:1][C:2]1[CH:12]=[C:11]([C:13](=[N:21][O:22][CH2:23][C:24]2[CH:25]=[CH:26][C:27]([C:30]([F:31])([F:33])[F:32])=[CH:28][CH:29]=2)[CH2:14][C:15]2[CH:16]=[CH:17][CH:18]=[CH:19][CH:20]=2)[CH:10]=[CH:9][C:3]=1[O:4][CH2:5][C:6]([N:34]1[CH2:39][CH2:38][O:37][CH2:36][CH2:35]1)=[O:8], predict the reactants needed to synthesize it. The reactants are: [CH3:1][C:2]1[CH:12]=[C:11]([C:13](=[N:21][O:22][CH2:23][C:24]2[CH:29]=[CH:28][C:27]([C:30]([F:33])([F:32])[F:31])=[CH:26][CH:25]=2)[CH2:14][C:15]2[CH:20]=[CH:19][CH:18]=[CH:17][CH:16]=2)[CH:10]=[CH:9][C:3]=1[O:4][CH2:5][C:6]([OH:8])=O.[NH:34]1[CH2:39][CH2:38][O:37][CH2:36][CH2:35]1.C1C=CC2N(O)N=NC=2C=1.CCN=C=NCCCN(C)C.Cl.